Dataset: Forward reaction prediction with 1.9M reactions from USPTO patents (1976-2016). Task: Predict the product of the given reaction. (1) Given the reactants [C:1]([O:5][C:6]([N:8]1[C:16]2[C:11](=[N:12][CH:13]=[C:14](Br)[CH:15]=2)[C:10]([CH3:19])([CH3:18])[CH2:9]1)=[O:7])([CH3:4])([CH3:3])[CH3:2].[CH:20]1([CH2:23][C:24](N(OC)C)=[O:25])[CH2:22][CH2:21]1, predict the reaction product. The product is: [C:1]([O:5][C:6]([N:8]1[C:16]2[C:11](=[N:12][CH:13]=[C:14]([C:24](=[O:25])[CH2:23][CH:20]3[CH2:22][CH2:21]3)[CH:15]=2)[C:10]([CH3:19])([CH3:18])[CH2:9]1)=[O:7])([CH3:4])([CH3:3])[CH3:2]. (2) Given the reactants FC(F)(F)C(O)=O.[F:8][C:9]1[CH:36]=[CH:35][C:12]([NH:13][C:14]2[CH:26]=[C:25](/[CH:27]=[CH:28]/[C:29]3[CH:30]=[N:31][CH:32]=[CH:33][CH:34]=3)[CH:24]=[CH:23][C:15]=2[C:16]([O:18]C(C)(C)C)=[O:17])=[CH:11][CH:10]=1, predict the reaction product. The product is: [F:8][C:9]1[CH:10]=[CH:11][C:12]([NH:13][C:14]2[CH:26]=[C:25](/[CH:27]=[CH:28]/[C:29]3[CH:30]=[N:31][CH:32]=[CH:33][CH:34]=3)[CH:24]=[CH:23][C:15]=2[C:16]([OH:18])=[O:17])=[CH:35][CH:36]=1. (3) Given the reactants [CH3:1][N:2]1[C:6]2[CH:7]=[CH:8][C:9]([N:11]3[CH:16]=[C:15]([C:17](O)=[O:18])[C:14](=[O:20])[N:13]([C@H:21]4[C:29]5[C:24](=[C:25]([C:30]([F:33])([F:32])[F:31])[CH:26]=[CH:27][CH:28]=5)[CH2:23][CH2:22]4)[C:12]3=[O:34])=[CH:10][C:5]=2[O:4][C:3]1=[O:35].[N:36]#[C:37][NH2:38].C1(N=C=NC2CCCCC2)CCCCC1, predict the reaction product. The product is: [C:37]([NH:38][C:17]([C:15]1[C:14](=[O:20])[N:13]([C@H:21]2[C:29]3[C:24](=[C:25]([C:30]([F:31])([F:33])[F:32])[CH:26]=[CH:27][CH:28]=3)[CH2:23][CH2:22]2)[C:12](=[O:34])[N:11]([C:9]2[CH:8]=[CH:7][C:6]3[N:2]([CH3:1])[C:3](=[O:35])[O:4][C:5]=3[CH:10]=2)[CH:16]=1)=[O:18])#[N:36]. (4) The product is: [CH2:1]([O:4][C:5]1[CH:6]=[C:7]([CH:28]=[CH:29][CH:30]=1)[O:8][C:9]1[CH:10]=[CH:11][C:12]([CH2:13][N:14]([CH2:34][C:33]2[CH:36]=[CH:37][C:38]([F:40])=[CH:39][C:32]=2[F:31])[C:15]2[CH:20]=[CH:19][CH:18]=[C:17]([N+:21]([O-:23])=[O:22])[C:16]=2[CH:24]=[CH2:25])=[CH:26][CH:27]=1)[CH:2]=[CH2:3]. Given the reactants [CH2:1]([O:4][C:5]1[CH:6]=[C:7]([CH:28]=[CH:29][CH:30]=1)[O:8][C:9]1[CH:27]=[CH:26][C:12]([CH2:13][NH:14][C:15]2[CH:20]=[CH:19][CH:18]=[C:17]([N+:21]([O-:23])=[O:22])[C:16]=2[CH:24]=[CH2:25])=[CH:11][CH:10]=1)[CH:2]=[CH2:3].[F:31][C:32]1[CH:39]=[C:38]([F:40])[CH:37]=[CH:36][C:33]=1[CH2:34]Br, predict the reaction product. (5) Given the reactants [C:1]([N:4]1[CH2:9][CH:8]([C:10]2[CH:15]=[CH:14][C:13]([CH2:16][C:17]([F:20])([F:19])[F:18])=[CH:12][CH:11]=2)[CH2:7][CH:6]([C:21]([OH:23])=O)[CH2:5]1)(=[O:3])[CH3:2].O[NH:25][C:26](=[NH:32])[O:27][CH2:28][CH2:29][O:30][CH3:31], predict the reaction product. The product is: [CH3:31][O:30][CH2:29][CH2:28][O:27][C:26]1[N:32]=[C:21]([CH:6]2[CH2:7][CH:8]([C:10]3[CH:15]=[CH:14][C:13]([CH2:16][C:17]([F:20])([F:19])[F:18])=[CH:12][CH:11]=3)[CH2:9][N:4]([C:1](=[O:3])[CH3:2])[CH2:5]2)[O:23][N:25]=1. (6) Given the reactants C(OC([NH:8][C@H:9]([C:20]([NH:22][C@@H:23]([C:25]([NH:27][CH2:28][C@@H:29]([NH:37]C(OC(C)(C)C)=O)[CH2:30][C:31]1[CH:36]=[CH:35][CH:34]=[CH:33][CH:32]=1)=[O:26])[CH3:24])=[O:21])[CH2:10][C:11]1[C:16]([CH3:17])=[CH:15][C:14]([OH:18])=[CH:13][C:12]=1[CH3:19])=O)(C)(C)C.C(O)(C(F)(F)F)=O, predict the reaction product. The product is: [CH3:19][C:12]1[CH:13]=[C:14]([OH:18])[CH:15]=[C:16]([CH3:17])[C:11]=1[CH2:10][C@@H:9]([C:20]([NH:22][C@@H:23]([C:25]([NH:27][CH2:28][C@@H:29]([NH2:37])[CH2:30][C:31]1[CH:36]=[CH:35][CH:34]=[CH:33][CH:32]=1)=[O:26])[CH3:24])=[O:21])[NH2:8]. (7) Given the reactants Br[C:2]1[CH:3]=[C:4]([NH:8][C:9](=[O:15])[O:10][C:11]([CH3:14])([CH3:13])[CH3:12])[CH:5]=[N:6][CH:7]=1.[CH2:16]([OH:19])[C:17]#[CH:18].C(=O)([O-])[O-].[K+].[K+], predict the reaction product. The product is: [OH:19][CH2:16][C:17]#[C:18][C:2]1[CH:3]=[C:4]([NH:8][C:9](=[O:15])[O:10][C:11]([CH3:14])([CH3:13])[CH3:12])[CH:5]=[N:6][CH:7]=1. (8) Given the reactants C1(S([CH2:9][C:10]2[CH:11]=[CH:12][N:13]3[C:18]=2[C:17]([NH:19][C:20]2[CH:25]=[CH:24][C:23]([O:26][CH2:27][C:28]4[CH:33]=[CH:32][CH:31]=[C:30]([F:34])[CH:29]=4)=[C:22]([Cl:35])[CH:21]=2)=[N:16][CH:15]=[N:14]3)=O)C=CC=CC=1.[NH:36]1[CH2:41][CH2:40][NH:39][CH2:38][CH2:37]1.NC1CCN(CC2C=CN3C=2C(NC2C=CC(OCC4C=CC=C(F)C=4)=C(Cl)C=2)=NC=N3)CC1.C(O)(C(F)(F)F)=O, predict the reaction product. The product is: [Cl:35][C:22]1[CH:21]=[C:20]([NH:19][C:17]2[C:18]3=[C:10]([CH2:9][N:36]4[CH2:41][CH2:40][NH:39][CH2:38][CH2:37]4)[CH:11]=[CH:12][N:13]3[N:14]=[CH:15][N:16]=2)[CH:25]=[CH:24][C:23]=1[O:26][CH2:27][C:28]1[CH:33]=[CH:32][CH:31]=[C:30]([F:34])[CH:29]=1. (9) Given the reactants C([N:8]1[CH2:13][CH2:12][N:11]([C:14]2[CH:19]=[CH:18][N:17]=[C:16]3[NH:20][CH:21]=[C:22]([NH:23][C:24](=[O:31])[C:25]4[CH:30]=[CH:29][CH:28]=[N:27][CH:26]=4)[C:15]=23)[CH2:10][CH2:9]1)C1C=CC=CC=1, predict the reaction product. The product is: [N:11]1([C:14]2[CH:19]=[CH:18][N:17]=[C:16]3[NH:20][CH:21]=[C:22]([NH:23][C:24](=[O:31])[C:25]4[CH:30]=[CH:29][CH:28]=[N:27][CH:26]=4)[C:15]=23)[CH2:10][CH2:9][NH:8][CH2:13][CH2:12]1. (10) Given the reactants [NH2:1][C:2]1[CH:10]=[C:9]2[C:5]([C:6]([CH3:15])([CH3:14])[C:7](=[O:13])[N:8]2[CH2:11][CH3:12])=[CH:4][C:3]=1[N+:16]([O-])=O, predict the reaction product. The product is: [NH2:16][C:3]1[CH:4]=[C:5]2[C:9](=[CH:10][C:2]=1[NH2:1])[N:8]([CH2:11][CH3:12])[C:7](=[O:13])[C:6]2([CH3:14])[CH3:15].